The task is: Predict the reactants needed to synthesize the given product.. This data is from Full USPTO retrosynthesis dataset with 1.9M reactions from patents (1976-2016). (1) Given the product [NH2:1][C:2]1[S:3][C:4]([C:24]2[CH:29]=[C:28]([CH3:30])[N:27]=[C:26]([NH:43][C:39]3[CH:40]=[CH:41][CH:42]=[C:37]([O:36][CH2:35][CH2:34][N:33]([CH3:44])[CH3:32])[CH:38]=3)[N:25]=2)=[C:5]([C:7]2[CH:8]=[C:9]([NH:13][C:14](=[O:23])[C:15]3[C:20]([F:21])=[CH:19][CH:18]=[CH:17][C:16]=3[F:22])[CH:10]=[CH:11][CH:12]=2)[N:6]=1, predict the reactants needed to synthesize it. The reactants are: [NH2:1][C:2]1[S:3][C:4]([C:24]2[CH:29]=[C:28]([CH3:30])[N:27]=[C:26](Cl)[N:25]=2)=[C:5]([C:7]2[CH:8]=[C:9]([NH:13][C:14](=[O:23])[C:15]3[C:20]([F:21])=[CH:19][CH:18]=[CH:17][C:16]=3[F:22])[CH:10]=[CH:11][CH:12]=2)[N:6]=1.[CH3:32][N:33]([CH3:44])[CH2:34][CH2:35][O:36][C:37]1[CH:38]=[C:39]([NH2:43])[CH:40]=[CH:41][CH:42]=1. (2) The reactants are: [BrH:1].[F:2][C:3]([F:19])([F:18])[C:4]1[CH:13]=[C:12]([NH:14][CH2:15][CH2:16]O)[C:11]2[C:6](=[CH:7][CH:8]=[CH:9][CH:10]=2)[N:5]=1.S(=O)(=O)(O)O. Given the product [Br:1][CH2:16][CH2:15][NH:14][C:12]1[C:11]2[C:6](=[CH:7][CH:8]=[CH:9][CH:10]=2)[N:5]=[C:4]([C:3]([F:19])([F:18])[F:2])[CH:13]=1, predict the reactants needed to synthesize it. (3) Given the product [Cl:30][C:31]1[CH:36]=[C:35]([NH:37][CH2:1][C:3]2[C:8]([OH:9])=[CH:7][C:6]([C:10]([F:13])([F:12])[F:11])=[CH:5][C:4]=2[C:14]2[CH:15]=[CH:16][C:17]([C:20]([NH:22][CH2:23][CH2:24][C:25]([OH:27])=[O:26])=[O:21])=[N:18][CH:19]=2)[CH:34]=[CH:33][C:32]=1[C:38]1[CH:43]=[CH:42][C:41]([Cl:44])=[CH:40][CH:39]=1, predict the reactants needed to synthesize it. The reactants are: [CH:1]([C:3]1[C:8]([OH:9])=[CH:7][C:6]([C:10]([F:13])([F:12])[F:11])=[CH:5][C:4]=1[C:14]1[CH:15]=[CH:16][C:17]([C:20]([NH:22][CH2:23][CH2:24][C:25]([O:27]CC)=[O:26])=[O:21])=[N:18][CH:19]=1)=O.[Cl:30][C:31]1[CH:36]=[C:35]([NH2:37])[CH:34]=[CH:33][C:32]=1[C:38]1[CH:43]=[CH:42][C:41]([Cl:44])=[CH:40][CH:39]=1.C(C1C(OC)=CC(C(F)(F)F)=CC=1C1C=CC(C(NCCC(OCC)=O)=O)=NC=1)=O.ClC1C=C(N)C=CC=1C1C=CC(C(F)(F)F)=CC=1. (4) Given the product [C:1]([C:4]1[S:8][C:7]([N:9]2[CH2:14][CH2:13][O:12][CH2:11][C@@H:10]2[CH2:15][C:16]2[C:24]3[C:19](=[CH:20][CH:21]=[C:22]([C:25]([N:43]([CH3:44])[CH3:42])=[O:26])[CH:23]=3)[NH:18][CH:17]=2)=[N:6][C:5]=1[CH3:28])(=[O:3])[CH3:2], predict the reactants needed to synthesize it. The reactants are: [C:1]([C:4]1[S:8][C:7]([N:9]2[CH2:14][CH2:13][O:12][CH2:11][C@@H:10]2[CH2:15][C:16]2[C:24]3[C:19](=[CH:20][CH:21]=[C:22]([C:25](O)=[O:26])[CH:23]=3)[NH:18][CH:17]=2)=[N:6][C:5]=1[CH3:28])(=[O:3])[CH3:2].FC1C(O)=C(F)C(F)=C(F)C=1F.C[CH2:42][N:43](C(C)C)[CH:44](C)C.C(Cl)CCl.CNC. (5) Given the product [O:1]1[CH2:5][CH2:4][O:3][CH:2]1[C:6]1[CH:11]=[CH:10][C:9]([N:12]([CH3:21])[C:13]2[CH:18]=[CH:17][N:16]=[C:15]([CH3:19])[CH:14]=2)=[CH:8][CH:7]=1, predict the reactants needed to synthesize it. The reactants are: [O:1]1[CH2:5][CH2:4][O:3][CH:2]1[C:6]1[CH:11]=[CH:10][C:9]([NH:12][C:13]2[CH:18]=[CH:17][N:16]=[C:15]([CH3:19])[CH:14]=2)=[CH:8][CH:7]=1.I[CH3:21]. (6) Given the product [ClH:1].[Cl:19][C:20]1[CH:21]=[C:22]([NH:34][C:2]2[C:3]3[C:10]4[CH2:11][CH2:12][C:13]5([CH2:18][C:9]=4[S:8][C:4]=3[N:5]=[CH:6][N:7]=2)[O:17][CH2:16][CH2:15][O:14]5)[CH:23]=[CH:24][C:25]=1[O:26][CH2:27][C:28]1[CH:33]=[CH:32][CH:31]=[CH:30][N:29]=1, predict the reactants needed to synthesize it. The reactants are: [Cl:1][C:2]1[C:3]2[C:10]3[CH2:11][CH2:12][C:13]4([CH2:18][C:9]=3[S:8][C:4]=2[N:5]=[CH:6][N:7]=1)[O:17][CH2:16][CH2:15][O:14]4.[Cl:19][C:20]1[CH:21]=[C:22]([NH2:34])[CH:23]=[CH:24][C:25]=1[O:26][CH2:27][C:28]1[CH:33]=[CH:32][CH:31]=[CH:30][N:29]=1.Cl. (7) Given the product [S:1]1[C:5]2[CH:6]=[CH:7][CH:8]=[CH:9][C:4]=2[N:3]=[C:2]1/[C:10](/[C:11]#[N:12])=[CH:19]\[C:18]1[CH:21]=[CH:22][C:15]([C:13]#[N:14])=[CH:16][CH:17]=1, predict the reactants needed to synthesize it. The reactants are: [S:1]1[C:5]2[CH:6]=[CH:7][CH:8]=[CH:9][C:4]=2[N:3]=[C:2]1[CH2:10][C:11]#[N:12].[C:13]([C:15]1[CH:22]=[CH:21][C:18]([CH:19]=O)=[CH:17][CH:16]=1)#[N:14].N1CCCCC1. (8) Given the product [CH2:21]([C:16]1[CH:17]=[C:18]([CH3:20])[CH:19]=[C:14]([CH2:12][CH3:13])[C:15]=1[C:23]1[C:24](=[O:25])[N:26]([CH3:35])[N:27]=[C:28]([CH3:34])[C:29]=1[OH:31])[CH3:22], predict the reactants needed to synthesize it. The reactants are: O1CCCC1.CC(C)([O-])C.[K+].[CH2:12]([C:14]1[CH:19]=[C:18]([CH3:20])[CH:17]=[C:16]([CH2:21][CH3:22])[C:15]=1[CH2:23][C:24]([N:26]([CH3:35])[N:27]=[C:28]([CH3:34])[C:29]([O:31]CC)=O)=[O:25])[CH3:13].C(OCC)(=O)C.